From a dataset of Forward reaction prediction with 1.9M reactions from USPTO patents (1976-2016). Predict the product of the given reaction. (1) Given the reactants Br[C:2]1[CH:3]=[C:4]([C:9]2([C:20]3[CH:25]=[CH:24][N:23]=[C:22]([C:26]([F:29])([F:28])[F:27])[CH:21]=3)[C:17]3[C:12](=[C:13]([F:18])[CH:14]=[CH:15][CH:16]=3)[C:11]([NH2:19])=[N:10]2)[CH:5]=[CH:6][C:7]=1[F:8].[N:30]1[CH:35]=[C:34](B(O)O)[CH:33]=[N:32][CH:31]=1.C(=O)([O-])[O-].[K+].[K+], predict the reaction product. The product is: [F:18][C:13]1[CH:14]=[CH:15][CH:16]=[C:17]2[C:12]=1[C:11]([NH2:19])=[N:10][C:9]2([C:4]1[CH:5]=[CH:6][C:7]([F:8])=[C:2]([C:34]2[CH:35]=[N:30][CH:31]=[N:32][CH:33]=2)[CH:3]=1)[C:20]1[CH:25]=[CH:24][N:23]=[C:22]([C:26]([F:29])([F:27])[F:28])[CH:21]=1. (2) Given the reactants [OH:1][CH:2]1[CH2:7][CH2:6][N:5]([C:8]([O:10][C:11]([CH3:14])([CH3:13])[CH3:12])=[O:9])[CH2:4][CH2:3]1.CC(OI1(OC(C)=O)(OC(C)=O)OC(=O)C2C=CC=CC1=2)=O, predict the reaction product. The product is: [O:1]=[C:2]1[CH2:3][CH2:4][N:5]([C:8]([O:10][C:11]([CH3:14])([CH3:13])[CH3:12])=[O:9])[CH2:6][CH2:7]1. (3) Given the reactants Br[CH2:2][C:3]1[C:7]2[CH:8]=[C:9]([Cl:12])[CH:10]=[CH:11][C:6]=2[S:5][CH:4]=1.C([O-])(=[O:15])C.[K+].Cl, predict the reaction product. The product is: [Cl:12][C:9]1[CH:10]=[CH:11][C:6]2[S:5][CH:4]=[C:3]([CH2:2][OH:15])[C:7]=2[CH:8]=1. (4) Given the reactants Br[C:2]1[CH:3]=[C:4]([C:23]([NH2:25])=[O:24])[C:5]2[NH:6][C:7]3[CH:8]=[CH:9][C:10]([C:15]([N:17]4[CH2:22][CH2:21][O:20][CH2:19][CH2:18]4)=[O:16])=[CH:11][C:12]=3[C:13]=2[N:14]=1.[C:26]1(B(O)O)[CH:31]=[CH:30][CH:29]=[CH:28][CH:27]=1.[O-]P([O-])([O-])=O.[K+].[K+].[K+].C1(P(C2CCCCC2)C2C=CC=CC=2C2C(C(C)C)=CC(C(C)C)=CC=2C(C)C)CCCCC1, predict the reaction product. The product is: [N:17]1([C:15]([C:10]2[CH:9]=[CH:8][C:7]3[NH:6][C:5]4[C:4]([C:23]([NH2:25])=[O:24])=[CH:3][C:2]([C:26]5[CH:31]=[CH:30][CH:29]=[CH:28][CH:27]=5)=[N:14][C:13]=4[C:12]=3[CH:11]=2)=[O:16])[CH2:22][CH2:21][O:20][CH2:19][CH2:18]1.